This data is from Experimentally validated miRNA-target interactions with 360,000+ pairs, plus equal number of negative samples. The task is: Binary Classification. Given a miRNA mature sequence and a target amino acid sequence, predict their likelihood of interaction. (1) The miRNA is hsa-miR-1180-3p with sequence UUUCCGGCUCGCGUGGGUGUGU. The protein sequence of the target gene is MELSESVQKGFQMLADPRSFDSNAFTLLLRAAFQSLLDAQADEAVLDHPDLKHIDPVVLKHCHAAAATYILEAGKHRADKSTLSTYLEDCKFDRERIELFCTEYQNNKNSLEILLGSIGRSLPHITDVSWRLEYQIKTNQLHRMYRPAYLVTLSVQNTDSPSYPEISFSCSMEQLQDLVGKLKDASKSLERATQL. Result: 0 (no interaction). (2) The miRNA is hsa-miR-558 with sequence UGAGCUGCUGUACCAAAAU. The protein sequence of the target gene is MSVPDYMQCAEDHQTLLVVVQPVGIVSEENFFRIYKRICSVSQISVRDSQRVLYIRYRHHYPPENNEWGDFQTHRKVVGLITITDCFSAKDWPQTFEKFHVQKEIYGSTLYDSRLFVFGLQGEIVEQPRTDVAFYPNYEDCQTVEKRIEDFIESLFIVLESKRLDRATDKSGDKIPLLCVPFEKKDFVGLDTDSRHYKKRCQGRMRKHVGDLCLQAGMLQDSLVHYHMSVELLRSVNDFLWLGAALEGLCSASVIYHYPGGTGGKSGARRFQGSTLPAEAANRHRPGAQEVLIDPGALTT.... Result: 0 (no interaction). (3) The miRNA is hsa-miR-218-1-3p with sequence AUGGUUCCGUCAAGCACCAUGG. The protein sequence of the target gene is MALGARGWRRRSLLLLLLWVTGQAAPVLGLAVSSELQIQQSFVPDECPRTVHSGDFVRYHYVGTFLDGQKFDSSYDRDSTFNVFVGKGQLIAGMDQALVGMCVNERRLVTIPPNLAYGSEGVSGVIPPNSVLHFDVLLVDIWNSEDQVHIQTYFKPPSCPRTIQVSDFVRYHYNGTFLDGTLFDSSHNRMKTYDTYVGIGWLIPGMDKGLLGMCVGEKRIITVPPFLAYGEEGDGKDIPGQASLVFDVALLDLHNPKDTISIENKVVPENCERRSQSGDFLRYHYNGTLLDGTLFDSSYS.... Result: 0 (no interaction). (4) The miRNA is hsa-miR-6811-3p with sequence AGCCUGUGCUUGUCCCUGCAG. The protein sequence of the target gene is MLAVHFDKPGGPENLYVKEVAKPSPGEGEVLLKVAASALNRADLMQRQGQYDPPPGASNILGLEASGHVAELGPGCQGHWKIGDTAMALLPGGGQAQYVTVPEGLLMPIPEGLTLTQAAAIPEAWLTAFQLLHLVGNVQAGDYVLIHAGLSGVGTAAIQLTRMAGAIPLVTAGSQKKLQMAEKLGAAAGFNYKKEDFSEATLKFTKGAGVNLILDCIGGSYWEKNVNCLALDGRWVLYGLMGGGDINGPLFSKLLFKRGSLITSLLRSRDNKYKQMLVNAFTEQILPHFSTEGPQRLLPV.... Result: 0 (no interaction). (5) The miRNA is hsa-miR-215-5p with sequence AUGACCUAUGAAUUGACAGAC. The protein sequence of the target gene is MTSPAAAQSREIDCLSPEAQKLAEARLAAKRAARAEAREIRMKELERQQKEEDSERYSRRSRRNTSASDEDERMSVGSRGSLRVEERPEKDFTEKGSRNMPGLSAATLASLGGTSSRRGSGDTSISIDTEASIREIKELNELKDQIQDVEGKYMQGLKEMKDSLAEVEEKYKKAMVSNAQLDNEKTNFMYQVDTLKDMLLELEEQLAESRRQYEEKNKEFEREKHAHSILQFQFAEVKEALKQREEMLEKHGIILNSEIATNGETSDTLNNVGYQGPTKMTKEELNALKSTGDGTLGRAS.... Result: 1 (interaction).